This data is from Full USPTO retrosynthesis dataset with 1.9M reactions from patents (1976-2016). The task is: Predict the reactants needed to synthesize the given product. Given the product [NH2:8][CH2:9][CH2:10][O:11][C:12]1[CH:35]=[C:34]([CH:36]([CH3:38])[CH3:37])[CH:33]=[CH:32][C:13]=1[CH2:14][NH:15][C:16]1[C:21]([C:22]([NH:24][C:25]2[CH:30]=[CH:29][C:28]([Cl:31])=[CH:27][CH:26]=2)=[O:23])=[CH:20][CH:19]=[CH:18][N:17]=1, predict the reactants needed to synthesize it. The reactants are: C([NH:8][CH2:9][CH2:10][O:11][C:12]1[CH:35]=[C:34]([CH:36]([CH3:38])[CH3:37])[CH:33]=[CH:32][C:13]=1[CH2:14][NH:15][C:16]1[C:21]([C:22]([NH:24][C:25]2[CH:30]=[CH:29][C:28]([Cl:31])=[CH:27][CH:26]=2)=[O:23])=[CH:20][CH:19]=[CH:18][N:17]=1)(OC(C)(C)C)=O.C(Cl)Cl.